From a dataset of Reaction yield outcomes from USPTO patents with 853,638 reactions. Predict the reaction yield, written as a fraction of the theoretical maximum amount of product (1.0 means a 100% yield; for example, 0.34 means a 34% yield). (1) The reactants are [CH3:1][O:2][C:3]1[CH:10]=[CH:9][C:6]([CH2:7][NH2:8])=[CH:5][CH:4]=1.[CH3:11][C:12]([CH3:14])=O.C(O[BH-](OC(=O)C)OC(=O)C)(=O)C.[Na+]. The catalyst is ClC(Cl)C. The product is [CH:12]([NH:8][CH2:7][C:6]1[CH:9]=[CH:10][C:3]([O:2][CH3:1])=[CH:4][CH:5]=1)([CH3:14])[CH3:11]. The yield is 0.850. (2) The reactants are O=[C:2]1[CH2:5][C:4]2([CH2:10][CH2:9][N:8](C(OC(C)(C)C)=O)[CH2:7][CH2:6]2)[CH2:3]1.[CH2:18]([C:20]1[CH:21]=[C:22]([Mg]Br)[CH:23]=[CH:24][CH:25]=1)[CH3:19].C([SiH](CC)CC)C.FC(F)(F)C(O)=O.C(Cl)[Cl:43]. The catalyst is C1COCC1. The product is [ClH:43].[CH2:18]([C:20]1[CH:25]=[C:24]([CH:2]2[CH2:3][C:4]3([CH2:6][CH2:7][NH:8][CH2:9][CH2:10]3)[CH2:5]2)[CH:23]=[CH:22][CH:21]=1)[CH3:19]. The yield is 0.450. (3) The reactants are [CH2:1]1[C:10]2[C:5](=[CH:6][CH:7]=[CH:8][CH:9]=2)[CH2:4][CH2:3][N:2]1[C:11]1[C:20]2[C:15](=[CH:16][CH:17]=[C:18]([C:21]3[CH:22]=[C:23]4[N:29]=[C:28]([CH3:30])[N:27](COCC[Si](C)(C)C)[C:24]4=[N:25][CH:26]=3)[CH:19]=2)[N:14]=[CH:13][N:12]=1.FC(F)(F)C(O)=O. The catalyst is ClCCl. The product is [CH2:1]1[C:10]2[C:5](=[CH:6][CH:7]=[CH:8][CH:9]=2)[CH2:4][CH2:3][N:2]1[C:11]1[C:20]2[C:15](=[CH:16][CH:17]=[C:18]([C:21]3[CH:22]=[C:23]4[N:29]=[C:28]([CH3:30])[NH:27][C:24]4=[N:25][CH:26]=3)[CH:19]=2)[N:14]=[CH:13][N:12]=1. The yield is 0.360. (4) The reactants are Br[C:2]1[CH:3]=[C:4]([S:8]([NH:11][C:12]2[CH:21]=[CH:20][C:15]([C:16]([O:18][CH3:19])=[O:17])=[C:14]([OH:22])[CH:13]=2)(=[O:10])=[O:9])[CH:5]=[CH:6][CH:7]=1.[NH2:23][C:24]([C:26]1[CH:31]=[CH:30][C:29](B(O)O)=[CH:28][CH:27]=1)=[O:25]. No catalyst specified. The product is [C:24]([C:26]1[CH:31]=[CH:30][C:29]([C:2]2[CH:7]=[CH:6][CH:5]=[C:4]([S:8]([NH:11][C:12]3[CH:21]=[CH:20][C:15]([C:16]([O:18][CH3:19])=[O:17])=[C:14]([OH:22])[CH:13]=3)(=[O:10])=[O:9])[CH:3]=2)=[CH:28][CH:27]=1)(=[O:25])[NH2:23]. The yield is 0.720.